Dataset: Full USPTO retrosynthesis dataset with 1.9M reactions from patents (1976-2016). Task: Predict the reactants needed to synthesize the given product. (1) Given the product [CH:1]([O:14][C:15]([NH:17][C:18]1[CH:23]=[CH:22][N:21]([CH2:24][C:25]([N:27]2[CH2:32][CH2:33][N:34]([S:35]([C:38]3[CH:43]=[CH:42][CH:41]=[CH:40][C:39]=3[N+:44]([O-:46])=[O:45])(=[O:36])=[O:37])[C:29](=[O:31])[CH2:28]2)=[O:26])[C:20](=[O:47])[N:19]=1)=[O:16])([C:8]1[CH:9]=[CH:10][CH:11]=[CH:12][CH:13]=1)[C:2]1[CH:7]=[CH:6][CH:5]=[CH:4][CH:3]=1, predict the reactants needed to synthesize it. The reactants are: [CH:1]([O:14][C:15]([NH:17][C:18]1[CH:23]=[CH:22][N:21]([CH2:24][C:25]([N:27]([CH2:32][CH2:33][NH:34][S:35]([C:38]2[CH:43]=[CH:42][CH:41]=[CH:40][C:39]=2[N+:44]([O-:46])=[O:45])(=[O:37])=[O:36])[CH2:28][C:29]([OH:31])=O)=[O:26])[C:20](=[O:47])[N:19]=1)=[O:16])([C:8]1[CH:13]=[CH:12][CH:11]=[CH:10][CH:9]=1)[C:2]1[CH:7]=[CH:6][CH:5]=[CH:4][CH:3]=1.CN1CCOCC1.ClC(OCC(C)C)=O. (2) The reactants are: [Cl:1][C:2]1[CH:7]=[CH:6][C:5](/[CH:8]=[CH:9]/[C:10]([N:12]2[CH2:17][CH2:16][CH:15]([C:18]([O:20]C)=[O:19])[CH2:14][CH2:13]2)=[O:11])=[C:4]([CH2:22][N:23]2[N:27]=[N:26][C:25]([CH3:28])=[N:24]2)[CH:3]=1.[OH-].[Na+].Cl. Given the product [Cl:1][C:2]1[CH:7]=[CH:6][C:5](/[CH:8]=[CH:9]/[C:10]([N:12]2[CH2:13][CH2:14][CH:15]([C:18]([OH:20])=[O:19])[CH2:16][CH2:17]2)=[O:11])=[C:4]([CH2:22][N:23]2[N:27]=[N:26][C:25]([CH3:28])=[N:24]2)[CH:3]=1, predict the reactants needed to synthesize it.